This data is from Catalyst prediction with 721,799 reactions and 888 catalyst types from USPTO. The task is: Predict which catalyst facilitates the given reaction. (1) Reactant: [N:1]([O-])=O.[Na+].[NH:5]1[C:13]2[C:8](=[CH:9][CH:10]=[C:11]([C:14]([O:16][CH3:17])=[O:15])[CH:12]=2)[CH:7]=[CH:6]1.Cl.[OH2:19]. Product: [CH:6]([C:7]1[C:8]2[C:13](=[CH:12][C:11]([C:14]([O:16][CH3:17])=[O:15])=[CH:10][CH:9]=2)[NH:5][N:1]=1)=[O:19]. The catalyst class is: 56. (2) Reactant: [Br:1][C:2]1[CH:3]=[C:4]2[C:12](=[CH:13][CH:14]=1)[N:11]([C:15]1[CH:20]=[CH:19][C:18]([N+:21]([O-:23])=[O:22])=[CH:17][C:16]=1[CH3:24])[C:10]1[CH:9]=[CH:8][CH:7]=[C:6]([C:25]([O:27]C)=[O:26])[C:5]2=1.[OH-].[Na+]. Product: [Br:1][C:2]1[CH:3]=[C:4]2[C:12](=[CH:13][CH:14]=1)[N:11]([C:15]1[CH:20]=[CH:19][C:18]([N+:21]([O-:23])=[O:22])=[CH:17][C:16]=1[CH3:24])[C:10]1[CH:9]=[CH:8][CH:7]=[C:6]([C:25]([OH:27])=[O:26])[C:5]2=1. The catalyst class is: 8.